Dataset: Peptide-MHC class I binding affinity with 185,985 pairs from IEDB/IMGT. Task: Regression. Given a peptide amino acid sequence and an MHC pseudo amino acid sequence, predict their binding affinity value. This is MHC class I binding data. The peptide sequence is DTAKPTSVY. The MHC is HLA-A02:01 with pseudo-sequence HLA-A02:01. The binding affinity (normalized) is 0.0847.